Predict the reactants needed to synthesize the given product. From a dataset of Full USPTO retrosynthesis dataset with 1.9M reactions from patents (1976-2016). (1) Given the product [Br:1][C:2]1[CH:10]=[C:9]2[C:5]([C:6]([CH3:38])=[CH:7][N:8]2[S:11]([C:14]2[C:23]3[C:18](=[CH:19][CH:20]=[CH:21][CH:22]=3)[C:17]([O:24][CH3:25])=[C:16]([N:26]3[CH2:27][CH2:28][NH:29][CH2:30][CH2:31]3)[CH:15]=2)(=[O:13])=[O:12])=[CH:4][CH:3]=1, predict the reactants needed to synthesize it. The reactants are: [Br:1][C:2]1[CH:10]=[C:9]2[C:5]([C:6]([CH3:38])=[CH:7][N:8]2[S:11]([C:14]2[C:23]3[C:18](=[CH:19][CH:20]=[CH:21][CH:22]=3)[C:17]([O:24][CH3:25])=[C:16]([N:26]3[CH2:31][CH2:30][N:29](C(=O)C(Cl)(Cl)Cl)[CH2:28][CH2:27]3)[CH:15]=2)(=[O:13])=[O:12])=[CH:4][CH:3]=1.[OH-].[K+]. (2) The reactants are: [NH2:1][C:2]1[C:15]([O:16][CH3:17])=[CH:14][C:5]2[N:6]([CH2:12][CH3:13])[C:7](=[O:11])[CH2:8][CH2:9][CH2:10][C:4]=2[CH:3]=1.Cl[C:19]1[N:24]=[C:23]([NH:25][C:26]2[CH:31]=[CH:30][CH:29]=[CH:28][C:27]=2[O:32][CH3:33])[C:22]([Cl:34])=[CH:21][N:20]=1. Given the product [Cl:34][C:22]1[C:23]([NH:25][C:26]2[CH:31]=[CH:30][CH:29]=[CH:28][C:27]=2[O:32][CH3:33])=[N:24][C:19]([NH:1][C:2]2[C:15]([O:16][CH3:17])=[CH:14][C:5]3[N:6]([CH2:12][CH3:13])[C:7](=[O:11])[CH2:8][CH2:9][CH2:10][C:4]=3[CH:3]=2)=[N:20][CH:21]=1, predict the reactants needed to synthesize it. (3) Given the product [CH2:26]([O:1][C:2]12[CH2:12][CH:6]3[CH2:7][C:8]([O:11][CH2:9][C:2]#[CH:3])([CH2:10][C:4]([C:13]45[CH2:22][C:17]6([O:23][CH2:33][C:34]#[CH:35])[CH2:18][CH:19]([CH2:21][C:15]([O:24][CH2:10][C:4]#[CH:5])([CH2:16]6)[CH2:14]4)[CH2:20]5)([CH2:5]3)[CH2:3]1)[CH2:9]2)[C:27]#[CH:28], predict the reactants needed to synthesize it. The reactants are: [OH:1][C:2]12[CH2:12][CH:6]3[CH2:7][C:8]([OH:11])([CH2:10][C:4]([C:13]45[CH2:22][C:17]6([OH:23])[CH2:18][CH:19]([CH2:21][C:15]([OH:24])([CH2:16]6)[CH2:14]4)[CH2:20]5)([CH2:5]3)[CH2:3]1)[CH2:9]2.Br[CH2:26][C:27]#[CH:28].[OH-].[Na+].O1[CH2:35][CH2:34][CH2:33]C1. (4) Given the product [O:11]=[C:4]1[C:5]2[C:10](=[CH:9][CH:8]=[CH:7][CH:6]=2)[C:2](=[O:1])[N:3]1[CH2:12][CH2:13][CH2:14][N:15]1[C:16]2[C:17](=[N:18][CH:19]=[C:20]([CH2:22][C:23]3[CH:28]=[CH:27][C:26]([F:29])=[CH:25][CH:24]=3)[CH:21]=2)[C:30]([OH:31])=[C:36]([C:37]([O:39][CH2:40][CH3:41])=[O:38])[C:35]1=[O:42], predict the reactants needed to synthesize it. The reactants are: [O:1]=[C:2]1[C:10]2[C:5](=[CH:6][CH:7]=[CH:8][CH:9]=2)[C:4](=[O:11])[N:3]1[CH2:12][CH2:13][CH2:14][N:15]([C:35](=[O:42])[CH2:36][C:37]([O:39][CH2:40][CH3:41])=[O:38])[C:16]1[C:17]([C:30](OCC)=[O:31])=[N:18][CH:19]=[C:20]([CH2:22][C:23]2[CH:28]=[CH:27][C:26]([F:29])=[CH:25][CH:24]=2)[CH:21]=1.C1CCN2C(=NCCC2)CC1.OS([O-])(=O)=O.[Na+].